Dataset: Peptide-MHC class II binding affinity with 134,281 pairs from IEDB. Task: Regression. Given a peptide amino acid sequence and an MHC pseudo amino acid sequence, predict their binding affinity value. This is MHC class II binding data. (1) The peptide sequence is YESYKFIPALEAA. The MHC is DRB1_1201 with pseudo-sequence DRB1_1201. The binding affinity (normalized) is 0.209. (2) The peptide sequence is MGEAVQNTVEDLKLN. The MHC is DRB1_0101 with pseudo-sequence DRB1_0101. The binding affinity (normalized) is 0.105. (3) The binding affinity (normalized) is 0.641. The peptide sequence is AAHAAVAGMTLTDDA. The MHC is HLA-DQA10501-DQB10301 with pseudo-sequence HLA-DQA10501-DQB10301.